This data is from Reaction yield outcomes from USPTO patents with 853,638 reactions. The task is: Predict the reaction yield, written as a fraction of the theoretical maximum amount of product (1.0 means a 100% yield; for example, 0.34 means a 34% yield). (1) The yield is 0.750. The catalyst is O.Cl[Cu]. The product is [Br:8][C:7]1[N:6]=[C:5]([NH:9][C:10](=[O:13])[O:11][CH3:12])[CH:4]=[CH:3][C:2]=1[Cl:18]. The reactants are N[C:2]1[CH:3]=[CH:4][C:5]([NH:9][C:10](=[O:13])[O:11][CH3:12])=[N:6][C:7]=1[Br:8].N([O-])=O.[Na+].[ClH:18]. (2) The reactants are F[C:2]1[CH:7]=[CH:6][CH:5]=[CH:4][C:3]=1[N+:8]([O-:10])=[O:9].[CH:11]1([NH2:14])[CH2:13][CH2:12]1.O. The catalyst is CS(C)=O. The product is [CH:11]1([NH:14][C:2]2[CH:7]=[CH:6][CH:5]=[CH:4][C:3]=2[N+:8]([O-:10])=[O:9])[CH2:13][CH2:12]1. The yield is 0.990. (3) The reactants are O.C1(C)C=CC(S(O)(=O)=O)=CC=1.N1C=CC=CC=1.[CH3:19][C:20]([C:22]1[CH:30]=[CH:29][C:27](O)=[C:24]([O:25][CH3:26])[CH:23]=1)=[O:21].[O:31]1[CH:36]=[CH:35][CH2:34][CH2:33][CH2:32]1. The catalyst is C(Cl)Cl. The product is [CH3:26][O:25][C:24]1[CH:23]=[C:22]([C:20](=[O:21])[CH3:19])[CH:30]=[CH:29][C:27]=1[CH:32]1[CH2:33][CH2:34][CH2:35][CH2:36][O:31]1. The yield is 0.460. (4) The reactants are [CH2:1]([O:4][C:5]([NH:7][C:8]1[N:13]=[CH:12][C:11]([C:14]([O:16]C)=O)=[CH:10][CH:9]=1)=[O:6])[CH:2]=[CH2:3].N1([C:24]2[N:29]=[CH:28][C:27]([C:30](OC)=O)=[CH:26][CH:25]=2)CCOCC1. No catalyst specified. The product is [CH3:5][O:4][C:1]1[CH:30]=[C:27]([CH2:26][CH2:25][C:24]2[CH:9]=[C:8]([NH:13][C:14]([C:11]3[CH:10]=[CH:9][C:8]([NH:7][C:5](=[O:6])[O:4][CH2:1][CH:2]=[CH2:3])=[N:13][CH:12]=3)=[O:16])[NH:7][N:29]=2)[CH:28]=[CH:3][CH:2]=1. The yield is 0.370. (5) The reactants are [CH3:1][C:2]1[N:3]([CH2:36][C:37]([F:40])([F:39])[F:38])[C:4](=[O:35])[C:5]2[C:10]([C:11]3[CH:16]=[CH:15][CH:14]=[CH:13][CH:12]=3)=[C:9]([C:17]3[CH:22]=[CH:21][C:20]([C:23]4([NH:27]C(=O)OC(C)(C)C)[CH2:26][CH2:25][CH2:24]4)=[CH:19][CH:18]=3)[O:8][C:6]=2[N:7]=1. The catalyst is C(Cl)Cl. The product is [NH2:27][C:23]1([C:20]2[CH:19]=[CH:18][C:17]([C:9]3[O:8][C:6]4[N:7]=[C:2]([CH3:1])[N:3]([CH2:36][C:37]([F:39])([F:40])[F:38])[C:4](=[O:35])[C:5]=4[C:10]=3[C:11]3[CH:12]=[CH:13][CH:14]=[CH:15][CH:16]=3)=[CH:22][CH:21]=2)[CH2:24][CH2:25][CH2:26]1. The yield is 0.690. (6) The reactants are [NH2:1][C:2]1[N:10]=[CH:9][CH:8]=[CH:7][C:3]=1[C:4]([OH:6])=[O:5].[Br:11]Br. The catalyst is C(O)(=O)C. The product is [NH2:1][C:2]1[N:10]=[CH:9][C:8]([Br:11])=[CH:7][C:3]=1[C:4]([OH:6])=[O:5]. The yield is 0.980. (7) The product is [F:1][C:2]([F:34])([F:35])[C:3]1[CH:4]=[C:5]([CH:27]=[C:28]([C:30]([F:32])([F:33])[F:31])[CH:29]=1)[C:6]([NH:8][CH2:9][C@H:10]1[CH2:15][CH2:14][C@H:13]([N:16]([CH2:17][CH2:18][NH:19][C:20](=[O:26])[O:21][C:22]([CH3:25])([CH3:24])[CH3:23])[C:44](=[O:45])[C:43]([F:54])([F:53])[F:42])[CH2:12][CH2:11]1)=[O:7]. The catalyst is C(Cl)Cl. The reactants are [F:1][C:2]([F:35])([F:34])[C:3]1[CH:4]=[C:5]([CH:27]=[C:28]([C:30]([F:33])([F:32])[F:31])[CH:29]=1)[C:6]([NH:8][CH2:9][C@H:10]1[CH2:15][CH2:14][C@H:13]([NH:16][CH2:17][CH2:18][NH:19][C:20](=[O:26])[O:21][C:22]([CH3:25])([CH3:24])[CH3:23])[CH2:12][CH2:11]1)=[O:7].N1C=CC=CC=1.[F:42][C:43]([F:54])([F:53])[C:44](O[C:44](=[O:45])[C:43]([F:54])([F:53])[F:42])=[O:45]. The yield is 0.570.